This data is from Forward reaction prediction with 1.9M reactions from USPTO patents (1976-2016). The task is: Predict the product of the given reaction. Given the reactants F[Sb-](F)(F)(F)(F)F.[CH2:8]1[CH:12]=[CH:11][CH:10]=[CH:9]1.[CH-:13]1[CH:17]=[CH:16][CH:15]=[CH:14]1.[Fe+2:18], predict the reaction product. The product is: [CH2:11]1[CH:10]=[CH:9][CH:8]=[CH:12]1.[CH-:13]1[CH:17]=[CH:16][CH:15]=[CH:14]1.[Fe+2:18].